This data is from Reaction yield outcomes from USPTO patents with 853,638 reactions. The task is: Predict the reaction yield, written as a fraction of the theoretical maximum amount of product (1.0 means a 100% yield; for example, 0.34 means a 34% yield). (1) The reactants are Br[C:2]1[C:15]2[C:16]3=[C:17]4[C:12](=[CH:13][CH:14]=2)[CH:11]=[CH:10][C:9](Br)=[C:8]4[CH:7]=[CH:6][C:5]3=[CH:4][CH:3]=1.[CH:19]1[C:28]2[C:23](=[CH:24][CH:25]=[CH:26][CH:27]=2)[CH:22]=[CH:21][C:20]=1B(O)O.C(=O)([O-])[O-].[Na+].[Na+].[CH2:38]([CH2:41]OC)OC. The catalyst is C1C=CC([P]([Pd]([P](C2C=CC=CC=2)(C2C=CC=CC=2)C2C=CC=CC=2)([P](C2C=CC=CC=2)(C2C=CC=CC=2)C2C=CC=CC=2)[P](C2C=CC=CC=2)(C2C=CC=CC=2)C2C=CC=CC=2)(C2C=CC=CC=2)C2C=CC=CC=2)=CC=1.O.C1COCC1. The product is [CH:19]1[C:28]2[C:23](=[CH:24][CH:25]=[CH:26][CH:27]=2)[CH:22]=[CH:21][C:20]=1[C:2]1[C:15]2[C:16]3=[C:17]4[C:12](=[CH:13][CH:14]=2)[CH:11]=[CH:10][C:9]([C:41]2[CH:38]=[CH:17][C:16]5[C:5](=[CH:4][CH:3]=[CH:2][CH:15]=5)[CH:6]=2)=[C:8]4[CH:7]=[CH:6][C:5]3=[CH:4][CH:3]=1. The yield is 0.990. (2) The reactants are [CH:1]([C:3]1[CH:8]=[CH:7][C:6](B(O)O)=[CH:5][CH:4]=1)=[O:2].C1(P(C2C=CC=CC=2)C2C=CC=CC=2)C=CC=CC=1.C(=O)([O-])[O-].[K+].[K+].[CH3:37][O:38][C:39](=[O:51])[C:40]1[CH:45]=[CH:44][C:43]([C:46]#[C:47]/[CH:48]=[CH:49]/Cl)=[CH:42][CH:41]=1. The catalyst is Cl[Pd](Cl)([P](C1C=CC=CC=1)(C1C=CC=CC=1)C1C=CC=CC=1)[P](C1C=CC=CC=1)(C1C=CC=CC=1)C1C=CC=CC=1.C(OCC)(=O)C.C(O)C.C1(C)C=CC=CC=1. The product is [CH3:37][O:38][C:39](=[O:51])[C:40]1[CH:45]=[CH:44][C:43]([C:46]#[C:47]/[CH:48]=[CH:49]/[C:6]2[CH:7]=[CH:8][C:3]([CH:1]=[O:2])=[CH:4][CH:5]=2)=[CH:42][CH:41]=1. The yield is 0.690. (3) The product is [CH3:48][S:49][C:50]1[N:55]=[C:54]([C:56]2[CH:61]=[CH:60][CH:59]=[CH:58][CH:57]=2)[C:53]2[CH:62]=[CH:16][C:17](=[O:18])[N:64]([C:65]3[CH:70]=[CH:69][CH:68]=[CH:67][CH:66]=3)[C:52]=2[N:51]=1. The catalyst is C1COCC1.C1(C)C=CC=CC=1.C(OCC)C. The yield is 0.910. The reactants are C1[O:18][CH2:17][CH2:16]OCCOCCOCCOCCOC1.COC(CP(=O)(OCC(F)(F)F)OCC(F)(F)F)=O.C[Si]([N-][Si](C)(C)C)(C)C.[K+].[CH3:48][S:49][C:50]1[N:55]=[C:54]([C:56]2[CH:61]=[CH:60][CH:59]=[CH:58][CH:57]=2)[C:53]([CH:62]=O)=[C:52]([NH:64][C:65]2[CH:70]=[CH:69][CH:68]=[CH:67][CH:66]=2)[N:51]=1.[NH4+].[Cl-]. (4) The reactants are [CH2:1]([O:4][C:5](=[O:34])[C:6]1[CH:11]=[CH:10][CH:9]=[C:8]([CH2:12][O:13][C:14]2[CH:23]=[C:22]3[C:17]([C:18](=[O:33])[C:19]([C:24]4[CH:29]=[CH:28][C:27]([N+:30]([O-])=O)=[CH:26][CH:25]=4)=[CH:20][O:21]3)=[CH:16][CH:15]=2)[CH:7]=1)[CH:2]=[CH2:3].S(S([O-])=O)([O-])=O.[Na+].[Na+]. The catalyst is O1CCCC1.O. The product is [NH2:30][C:27]1[CH:26]=[CH:25][C:24]([C:19]2[C:18](=[O:33])[C:17]3[C:22](=[CH:23][C:14]([O:13][CH2:12][C:8]4[CH:7]=[C:6]([CH:11]=[CH:10][CH:9]=4)[C:5]([O:4][CH2:1][CH:2]=[CH2:3])=[O:34])=[CH:15][CH:16]=3)[O:21][CH:20]=2)=[CH:29][CH:28]=1. The yield is 0.650. (5) The reactants are C([O:3][C:4](=[O:35])[C:5]1[CH:10]=[CH:9][CH:8]=[C:7]([N:11]2[C:15]([CH3:16])=[CH:14][CH:13]=[C:12]2[C:17]2[CH:22]=[C:21]([C:23]([F:26])([F:25])[F:24])[CH:20]=[CH:19][C:18]=2[O:27][CH2:28][C:29]2[CH:34]=[CH:33][CH:32]=[CH:31][CH:30]=2)[CH:6]=1)C.[OH-].[Na+].CCO. The catalyst is CCOC(C)=O. The product is [F:26][C:23]([F:24])([F:25])[C:21]1[CH:20]=[CH:19][C:18]([O:27][CH2:28][C:29]2[CH:30]=[CH:31][CH:32]=[CH:33][CH:34]=2)=[C:17]([C:12]2[N:11]([C:7]3[CH:6]=[C:5]([CH:10]=[CH:9][CH:8]=3)[C:4]([OH:35])=[O:3])[C:15]([CH3:16])=[CH:14][CH:13]=2)[CH:22]=1. The yield is 0.960. (6) The reactants are [C:1]([C:3]1([C:6]2[CH:7]=[C:8]([CH:12]=[CH:13][CH:14]=2)[C:9](Cl)=[O:10])[CH2:5][CH2:4]1)#[N:2].Cl.Cl.[NH2:17][C:18]1[CH:19]=[C:20]([CH:29]=[CH:30][CH:31]=1)[O:21][C:22]1[CH:23]=[CH:24][C:25]([NH2:28])=[N:26][CH:27]=1.C(=O)([O-])O.[Na+]. The catalyst is CN(C)C(=O)C. The product is [NH2:28][C:25]1[N:26]=[CH:27][C:22]([O:21][C:20]2[CH:19]=[C:18]([NH:17][C:9](=[O:10])[C:8]3[CH:12]=[CH:13][CH:14]=[C:6]([C:3]4([C:1]#[N:2])[CH2:5][CH2:4]4)[CH:7]=3)[CH:31]=[CH:30][CH:29]=2)=[CH:23][CH:24]=1. The yield is 0.750. (7) The reactants are [CH3:1][CH:2]1[CH2:7][CH2:6][CH2:5][CH2:4][CH:3]1[N:8]1[CH2:12][CH2:11][CH2:10][CH2:9]1.[CH3:13][I:14]. No catalyst specified. The product is [I-:14].[CH3:13][N+:8]1([CH:3]2[CH2:4][CH2:5][CH2:6][CH2:7][CH:2]2[CH3:1])[CH2:12][CH2:11][CH2:10][CH2:9]1. The yield is 0.940.